This data is from Full USPTO retrosynthesis dataset with 1.9M reactions from patents (1976-2016). The task is: Predict the reactants needed to synthesize the given product. Given the product [NH:14]1[C:22]2[C:17](=[CH:18][C:19]([CH2:23][C:24]([NH:11][C:8]3[CH:9]=[N:10][C:5]([O:4][CH2:3][C:2]([F:1])([F:12])[F:13])=[CH:6][CH:7]=3)=[O:25])=[CH:20][CH:21]=2)[CH:16]=[CH:15]1, predict the reactants needed to synthesize it. The reactants are: [F:1][C:2]([F:13])([F:12])[CH2:3][O:4][C:5]1[N:10]=[CH:9][C:8]([NH2:11])=[CH:7][CH:6]=1.[NH:14]1[C:22]2[C:17](=[CH:18][C:19]([CH2:23][C:24](O)=[O:25])=[CH:20][CH:21]=2)[CH:16]=[CH:15]1.N.